Dataset: Catalyst prediction with 721,799 reactions and 888 catalyst types from USPTO. Task: Predict which catalyst facilitates the given reaction. (1) Reactant: C=C.C(O)(=O)C.[CH2:7]=[CH:8][CH2:9][CH3:10].[F:11][C:12]([F:17])([F:16])[C:13]([OH:15])=[O:14]. The catalyst class is: 13. Product: [F:11][C:12]([F:17])([F:16])[C:13]([O:15][CH:8]([CH2:9][CH3:10])[CH3:7])=[O:14]. (2) Reactant: [NH2:1][C:2]1[N:6]([C:7]2[C:12]([Cl:13])=[CH:11][C:10]([Cl:14])=[CH:9][C:8]=2[Cl:15])[N:5]=[C:4]([CH:16]2[CH2:18][CH2:17]2)[C:3]=1[C:19]([NH2:21])=[O:20].[OH:22][C:23]1[CH:24]=[C:25]([CH2:31][C:32](OCC)=O)[CH:26]=[CH:27][C:28]=1[O:29][CH3:30].[O-]CC.[Na+]. Product: [Cl:13][C:12]1[CH:11]=[C:10]([Cl:14])[CH:9]=[C:8]([Cl:15])[C:7]=1[N:6]1[C:2]2=[N:1][C:32]([CH2:31][C:25]3[CH:26]=[CH:27][C:28]([O:29][CH3:30])=[C:23]([OH:22])[CH:24]=3)=[N:21][C:19](=[O:20])[C:3]2=[C:4]([CH:16]2[CH2:17][CH2:18]2)[NH:5]1. The catalyst class is: 8.